From a dataset of Forward reaction prediction with 1.9M reactions from USPTO patents (1976-2016). Predict the product of the given reaction. (1) Given the reactants [NH2:1][C:2]1[N:23]=[C:5]2[NH:6][C:7]([CH3:22])=[C:8]([C:18]([O:20][CH3:21])=[O:19])[CH:9]([C:10]3[CH:15]=[CH:14][C:13]([Cl:16])=[CH:12][C:11]=3[Cl:17])[N:4]2[N:3]=1.C(C1C(=O)C(Cl)=C(Cl)C(=O)C=1C#N)#N, predict the reaction product. The product is: [NH2:1][C:2]1[N:23]=[C:5]2[N:6]=[C:7]([CH3:22])[C:8]([C:18]([O:20][CH3:21])=[O:19])=[C:9]([C:10]3[CH:15]=[CH:14][C:13]([Cl:16])=[CH:12][C:11]=3[Cl:17])[N:4]2[N:3]=1. (2) Given the reactants C(OC([N:8]1[CH2:12][CH2:11][CH:10]([C:13]2[CH:18]=[CH:17][C:16]([S:19]([C:22]3[CH:27]=[CH:26][CH:25]=[C:24]([F:28])[CH:23]=3)(=[O:21])=[O:20])=[CH:15][C:14]=2[C:29]([O:31][CH2:32][CH3:33])=[O:30])[CH2:9]1)=O)(C)(C)C.C(O)(C(F)(F)F)=O, predict the reaction product. The product is: [CH2:32]([O:31][C:29](=[O:30])[C:14]1[CH:15]=[C:16]([S:19]([C:22]2[CH:27]=[CH:26][CH:25]=[C:24]([F:28])[CH:23]=2)(=[O:20])=[O:21])[CH:17]=[CH:18][C:13]=1[CH:10]1[CH2:11][CH2:12][NH:8][CH2:9]1)[CH3:33]. (3) Given the reactants [OH:1][C:2]1([CH2:16][CH2:17][N:18]([CH3:32])[CH2:19][CH2:20][CH2:21][C:22]2[NH:23][C:24]3[C:30]([OH:31])=[CH:29][CH:28]=[CH:27][C:25]=3[N:26]=2)[CH2:7][CH:6]2[CH2:8][CH2:9][CH:3]1[CH:4]=[C:5]2[C:10]1[CH:15]=[CH:14][CH:13]=[CH:12][CH:11]=1.[C:33](Cl)(=[O:37])[CH:34]([CH3:36])[CH3:35], predict the reaction product. The product is: [C:33]([O:31][C:30]1[C:24]2[NH:23][C:22]([CH2:21][CH2:20][CH2:19][N:18]([CH3:32])[CH2:17][CH2:16][C@:2]3([O:1][C:2](=[O:1])[CH:3]([CH3:9])[CH3:4])[CH2:7][C@H:6]4[CH2:8][CH2:9][C@@H:3]3[CH:4]=[C:5]4[C:10]3[CH:11]=[CH:12][CH:13]=[CH:14][CH:15]=3)=[N:26][C:25]=2[CH:27]=[CH:28][CH:29]=1)(=[O:37])[CH:34]([CH3:36])[CH3:35]. (4) Given the reactants Cl[C:2]1[C:7]([NH2:8])=[CH:6][C:5]([F:9])=[CH:4][N:3]=1.[CH:10](N(C(C)C)CC)([CH3:12])[CH3:11].C(O)=[O:20].C1(C)C=CC=CC=1, predict the reaction product. The product is: [F:9][C:5]1[CH:6]=[C:7]2[C:2]([CH2:11][CH2:10][C:12](=[O:20])[NH:8]2)=[N:3][CH:4]=1. (5) The product is: [CH3:35][N:36]([CH3:42])[C@H:37]1[CH2:41][CH2:40][N:39]([C:2]2[C:3]([C:22]3[CH:27]=[CH:26][CH:25]=[CH:24][CH:23]=3)=[C:4]([CH3:21])[C:5]([C:19]#[N:20])=[C:6]3[C:10]=2[O:9][CH2:8][N:7]3[C:33]([N:30]2[CH2:48][CH2:47][O:46][CH2:43][CH2:44]2)=[O:51])[CH2:38]1. Given the reactants F[C:2]1[C:3]([C:22]2[CH:27]=[CH:26][CH:25]=[CH:24][CH:23]=2)=[C:4]([CH3:21])[C:5]([C:19]#[N:20])=[C:6]2[C:10]=1[O:9][C:8](C(N1CCOCC1)=O)=[N:7]2.C([N:30]([CH2:33]C)CC)C.[CH3:35][N:36]([CH3:42])[C@H:37]1[CH2:41][CH2:40][NH:39][CH2:38]1.[C:43]([O:46][CH2:47][CH3:48])(=O)[CH3:44].CS(C)=[O:51], predict the reaction product. (6) Given the reactants [CH:1]1[C:13]2[CH:12]([CH2:14][O:15][C:16]([NH:18][C:19]([CH3:27])([CH3:26])[CH2:20]OS(C)(=O)=O)=[O:17])[C:11]3[C:6](=[CH:7][CH:8]=[CH:9][CH:10]=3)[C:5]=2[CH:4]=[CH:3][CH:2]=1.[C:28]([OH:31])(=[S:30])[CH3:29], predict the reaction product. The product is: [CH:1]1[C:13]2[CH:12]([CH2:14][O:15][C:16]([NH:18][C:19]([CH3:27])([CH3:26])[CH2:20][S:30][C:28](=[O:31])[CH3:29])=[O:17])[C:11]3[C:6](=[CH:7][CH:8]=[CH:9][CH:10]=3)[C:5]=2[CH:4]=[CH:3][CH:2]=1. (7) Given the reactants [Cl:1][C:2]1[CH:3]=[C:4]([C@H:8]([NH:10][CH2:11][CH:12]2[CH2:16][N:15]([C:17]3[CH:22]=[CH:21][C:20]([F:23])=[CH:19][CH:18]=3)[C:14](=O)[CH2:13]2)[CH3:9])[CH:5]=[CH:6][CH:7]=1.B.C1COCC1, predict the reaction product. The product is: [Cl:1][C:2]1[CH:3]=[C:4]([C@H:8]([NH:10][CH2:11][CH:12]2[CH2:13][CH2:14][N:15]([C:17]3[CH:18]=[CH:19][C:20]([F:23])=[CH:21][CH:22]=3)[CH2:16]2)[CH3:9])[CH:5]=[CH:6][CH:7]=1. (8) Given the reactants [Br:1][C:2]1[CH:3]=[C:4]2[C:10]3([CH2:15][CH2:14][N:13]([C:16]([O:18][C:19]([CH3:22])([CH3:21])[CH3:20])=[O:17])[CH2:12][CH2:11]3)[CH:9]=[N:8][C:5]2=[CH:6][CH:7]=1.C(OC(C)(C)C)=O, predict the reaction product. The product is: [Br:1][C:2]1[CH:3]=[C:4]2[C:10]3([CH2:11][CH2:12][N:13]([C:16]([O:18][C:19]([CH3:22])([CH3:21])[CH3:20])=[O:17])[CH2:14][CH2:15]3)[CH2:9][NH:8][C:5]2=[CH:6][CH:7]=1. (9) Given the reactants Br[C:2]1[N:6]([CH3:7])[N:5]=[C:4]([CH3:8])[C:3]=1[C:9]1[C:14]([F:15])=[CH:13][CH:12]=[CH:11][C:10]=1[Cl:16].C([Li])CCC.[CH3:22][CH:23]([CH3:26])[CH:24]=[O:25], predict the reaction product. The product is: [Cl:16][C:10]1[CH:11]=[CH:12][CH:13]=[C:14]([F:15])[C:9]=1[C:3]1[C:4]([CH3:8])=[N:5][N:6]([CH3:7])[C:2]=1[CH:24]([CH:23]([CH3:26])[CH3:22])[OH:25]. (10) Given the reactants C([O:3][C:4](=O)[CH:5]=[C:6]([C:13]1[CH:21]=[CH:20][CH:19]=[C:18]2[C:14]=1[C:15]([O:22][CH3:23])=[N:16][NH:17]2)[C:7]1[CH:12]=[CH:11][CH:10]=[CH:9][CH:8]=1)C.C(OC(=O)C=C(C1C=CC=C2C=1C(C#N)=[CH:40][NH:41]2)C1C=CC=CC=1)C, predict the reaction product. The product is: [CH3:23][O:22][C:15]1[C:14]2[C:18](=[CH:19][CH:20]=[CH:21][C:13]=2[C:6]([C:7]2[CH:12]=[CH:11][CH:10]=[CH:9][CH:8]=2)=[CH:5][C:4]([NH:41][CH3:40])=[O:3])[NH:17][N:16]=1.